From a dataset of Peptide-MHC class II binding affinity with 134,281 pairs from IEDB. Regression. Given a peptide amino acid sequence and an MHC pseudo amino acid sequence, predict their binding affinity value. This is MHC class II binding data. The peptide sequence is IPTAFSIGKTYKPEE. The MHC is HLA-DQA10102-DQB10602 with pseudo-sequence HLA-DQA10102-DQB10602. The binding affinity (normalized) is 0.100.